Task: Predict the product of the given reaction.. Dataset: Forward reaction prediction with 1.9M reactions from USPTO patents (1976-2016) Given the reactants C[Mg]Br.[CH3:4][O:5][C:6]1[CH:7]=[C:8]2[C:12](=[C:13]([CH3:15])[CH:14]=1)[C:11](=O)[C:10]([C:17]1C=CC(OC)=[CH:19][CH:18]=1)=[C:9]2[C:25]1[CH:30]=[CH:29][CH:28]=[CH:27][CH:26]=1.Cl.Cl[CH2:33]Cl.[CH2:35]1[CH2:39][O:38][CH2:37][CH2:36]1, predict the reaction product. The product is: [CH3:4][O:5][C:6]1[CH:7]=[C:8]2[C:12](=[C:13]([CH3:15])[CH:14]=1)[C:11](=[CH2:33])[C:10]([C:17]1[CH:36]=[CH:35][C:39]([O:38][CH3:37])=[CH:19][CH:18]=1)=[C:9]2[C:25]1[CH:30]=[CH:29][CH:28]=[CH:27][CH:26]=1.